Dataset: Full USPTO retrosynthesis dataset with 1.9M reactions from patents (1976-2016). Task: Predict the reactants needed to synthesize the given product. (1) Given the product [CH3:14][N:4]1[CH:5]=[C:6]([C:8]2[CH:13]=[CH:12][CH:11]=[CH:10][CH:9]=2)[N:7]=[C:3]1[CH2:2][CH2:26][C:24]1[CH:23]=[CH:22][CH:21]=[C:20]([N:15]2[CH2:19][CH2:18][CH2:17][CH2:16]2)[N:25]=1, predict the reactants needed to synthesize it. The reactants are: Cl[CH2:2][C:3]1[N:4]([CH3:14])[CH:5]=[C:6]([C:8]2[CH:13]=[CH:12][CH:11]=[CH:10][CH:9]=2)[N:7]=1.[N:15]1([C:20]2[N:25]=[C:24]([CH:26]=O)[CH:23]=[CH:22][CH:21]=2)[CH2:19][CH2:18][CH2:17][CH2:16]1. (2) Given the product [CH2:1]([C:3]1[S:39][C:6]2[N:7]([CH2:24][C:25]3[CH:30]=[CH:29][C:28]([C:31]4[CH:36]=[CH:35][CH:34]=[CH:33][C:32]=4[C:37]4[NH:38][C:45](=[O:48])[O:43][N:44]=4)=[CH:27][CH:26]=3)[C:8](=[O:23])[N:9]([CH2:12][CH:13]([O:14][CH3:50])[C:15]3[CH:16]=[CH:17][C:18]([O:21][CH3:22])=[CH:19][CH:20]=3)[C:10](=[O:11])[C:5]=2[CH:4]=1)[CH3:2], predict the reactants needed to synthesize it. The reactants are: [CH2:1]([C:3]1[S:39][C:6]2[N:7]([CH2:24][C:25]3[CH:30]=[CH:29][C:28]([C:31]4[C:32]([C:37]#[N:38])=[CH:33][CH:34]=[CH:35][CH:36]=4)=[CH:27][CH:26]=3)[C:8](=[O:23])[N:9]([CH2:12][C:13]([C:15]3[CH:20]=[CH:19][C:18]([O:21][CH3:22])=[CH:17][CH:16]=3)=[O:14])[C:10](=[O:11])[C:5]=2[CH:4]=1)[CH3:2].[BH4-].[Na+].[Cl-].[OH:43][NH3+:44].[C:45](=[O:48])([O-])O.[Na+].[CH3:50]S(C)=O. (3) Given the product [Cl:13][C:6]1[CH:7]=[C:8]([O:11][CH3:12])[CH:9]=[CH:10][C:5]=1[C:3]1[N:29]=[C:27]([N:26]([C:18]2[CH:19]=[C:20]([C:23]([OH:25])=[O:24])[CH:21]=[CH:22][C:17]=2[O:16][CH3:15])[CH2:30][CH2:31][CH3:32])[S:28][C:2]=1[CH3:14], predict the reactants needed to synthesize it. The reactants are: Br[CH:2]([CH3:14])[C:3]([C:5]1[CH:10]=[CH:9][C:8]([O:11][CH3:12])=[CH:7][C:6]=1[Cl:13])=O.[CH3:15][O:16][C:17]1[CH:22]=[CH:21][C:20]([C:23]([OH:25])=[O:24])=[CH:19][C:18]=1[N:26]([CH2:30][CH2:31][CH3:32])[C:27]([NH2:29])=[S:28]. (4) The reactants are: [CH:1]1([CH2:4][N:5]2[C:9]([C:10]([N:12]3[CH2:17][CH2:16][CH:15]([N:18]4[CH2:22][CH2:21][CH2:20][CH2:19]4)[CH2:14][CH2:13]3)=[O:11])=[C:8](I)[N:7]=[C:6]2[C:24]2[CH:29]=[CH:28][CH:27]=[C:26]([C:30]([F:33])([F:32])[F:31])[CH:25]=2)[CH2:3][CH2:2]1.[N:34]1[CH:39]=[CH:38][C:37](B(O)O)=[CH:36][CH:35]=1. Given the product [CH:1]1([CH2:4][N:5]2[C:9]([C:10]([N:12]3[CH2:17][CH2:16][CH:15]([N:18]4[CH2:22][CH2:21][CH2:20][CH2:19]4)[CH2:14][CH2:13]3)=[O:11])=[C:8]([C:37]3[CH:38]=[CH:39][N:34]=[CH:35][CH:36]=3)[N:7]=[C:6]2[C:24]2[CH:29]=[CH:28][CH:27]=[C:26]([C:30]([F:33])([F:32])[F:31])[CH:25]=2)[CH2:3][CH2:2]1, predict the reactants needed to synthesize it. (5) Given the product [CH3:53][O:52][C:50]1([O:54][CH3:55])[CH2:51][CH:3]([C:4]#[C:5][C:6]2[CH:7]=[C:8]([C@@H:12]3[C@@H:16]([C:17]4[CH:22]=[CH:21][CH:20]=[C:19]([F:23])[CH:18]=4)[O:15][C:14](=[O:24])[NH:13]3)[CH:9]=[N:10][CH:11]=2)[CH2:49]1, predict the reactants needed to synthesize it. The reactants are: CN(C)[CH2:3][C:4]#[C:5][C:6]1[CH:7]=[C:8]([C@@H:12]2[C@@H:16]([C:17]3[CH:22]=[CH:21][CH:20]=[C:19]([F:23])[CH:18]=3)[O:15][C:14](=[O:24])[NH:13]2)[CH:9]=[N:10][CH:11]=1.BrC1C=C([C@@H]2[C@@H](C3C=CC=C(F)C=3)OC(=O)N2)C=NC=1.C(C1[CH2:51][C:50]([O:54][CH3:55])([O:52][CH3:53])[CH2:49]1)#C. (6) The reactants are: [NH2:1][CH2:2][C@@H:3]1[C@H:8]([CH3:9])[CH2:7][CH2:6][CH2:5][N:4]1[C:10]([C:12]1[N:13]=[C:14]([CH3:24])[S:15][C:16]=1[C:17]1[CH:22]=[CH:21][C:20]([F:23])=[CH:19][CH:18]=1)=[O:11].Br[C:26]1[CH:31]=[C:30]([C:32]([F:35])([F:34])[F:33])[CH:29]=[CH:28][N:27]=1.C1C=CC(P(C2C(C3C(P(C4C=CC=CC=4)C4C=CC=CC=4)=CC=C4C=3C=CC=C4)=C3C(C=CC=C3)=CC=2)C2C=CC=CC=2)=CC=1.CC([O-])(C)C.[Na+]. Given the product [F:23][C:20]1[CH:19]=[CH:18][C:17]([C:16]2[S:15][C:14]([CH3:24])=[N:13][C:12]=2[C:10]([N:4]2[CH2:5][CH2:6][CH2:7][C@@H:8]([CH3:9])[C@H:3]2[CH2:2][NH:1][C:26]2[CH:31]=[C:30]([C:32]([F:35])([F:34])[F:33])[CH:29]=[CH:28][N:27]=2)=[O:11])=[CH:22][CH:21]=1, predict the reactants needed to synthesize it. (7) Given the product [CH2:1]([C:5]1[CH:16]=[C:15]([S:17][CH2:19][C:20]2[CH:21]=[CH:22][C:23]([C:26]3[CH:31]=[CH:30][C:29]([C:32]([F:33])([F:34])[F:35])=[CH:28][CH:27]=3)=[CH:24][CH:25]=2)[CH:14]=[CH:13][C:6]=1[O:7][CH2:8][C:9]([OH:11])=[O:10])[CH2:2][CH2:3][CH3:4], predict the reactants needed to synthesize it. The reactants are: [CH2:1]([C:5]1[CH:16]=[C:15]([SH:17])[CH:14]=[CH:13][C:6]=1[O:7][CH2:8][C:9]([O:11]C)=[O:10])[CH2:2][CH2:3][CH3:4].Br[CH2:19][C:20]1[CH:25]=[CH:24][C:23]([C:26]2[CH:31]=[CH:30][C:29]([C:32]([F:35])([F:34])[F:33])=[CH:28][CH:27]=2)=[CH:22][CH:21]=1.P(Br)(Br)Br.FC(F)(F)C1C=CC(C2C=CC(CO)=CC=2)=CC=1. (8) The reactants are: CC1C=CC(S(O[CH2:12][CH:13]2[O:17][C:16](=[O:18])[N:15]([CH2:19][C:20]3[CH:25]=[CH:24][C:23]([F:26])=[CH:22][CH:21]=3)[CH2:14]2)(=O)=O)=CC=1.[C:27]1([CH:33]([N:40]2[CH2:45][CH2:44][NH:43][CH2:42][CH2:41]2)[C:34]2[CH:39]=[CH:38][CH:37]=[CH:36][CH:35]=2)[CH:32]=[CH:31][CH:30]=[CH:29][CH:28]=1.C(N(CC)CC)C. Given the product [CH:33]([N:40]1[CH2:45][CH2:44][N:43]([CH2:12][CH:13]2[O:17][C:16](=[O:18])[N:15]([CH2:19][C:20]3[CH:21]=[CH:22][C:23]([F:26])=[CH:24][CH:25]=3)[CH2:14]2)[CH2:42][CH2:41]1)([C:34]1[CH:39]=[CH:38][CH:37]=[CH:36][CH:35]=1)[C:27]1[CH:32]=[CH:31][CH:30]=[CH:29][CH:28]=1, predict the reactants needed to synthesize it. (9) Given the product [CH3:1][C:2]1[C:7]([CH:8]([CH2:13][CH2:14][CH3:15])[C:9]([OH:11])=[O:10])=[C:6]([C:16]2[CH:21]=[CH:20][CH:19]=[CH:18][CH:17]=2)[N:5]=[C:4]([N:22]2[CH2:27][CH2:26][CH2:25][CH2:24][CH2:23]2)[N:3]=1, predict the reactants needed to synthesize it. The reactants are: [CH3:1][C:2]1[C:7]([CH:8]([CH2:13][CH2:14][CH3:15])[C:9]([O:11]C)=[O:10])=[C:6]([C:16]2[CH:21]=[CH:20][CH:19]=[CH:18][CH:17]=2)[N:5]=[C:4]([N:22]2[CH2:27][CH2:26][CH2:25][CH2:24][CH2:23]2)[N:3]=1.[OH-].[Na+]. (10) Given the product [F:53][C:2]([F:1])([F:52])[C:3]1[CH:4]=[C:5]([CH:45]=[C:46]([C:48]([F:51])([F:50])[F:49])[CH:47]=1)[CH2:6][N:7]([CH2:23][C:24]1[CH:29]=[C:28]([C:30]([F:33])([F:31])[F:32])[CH:27]=[CH:26][C:25]=1[C:34]1[C:39]([O:40][CH3:41])=[CH:38][CH:37]=[C:36]([CH:42]([CH3:44])[CH3:43])[N:35]=1)[C:8]1[N:9]=[CH:10][C:11]([O:14][CH2:15][CH2:16][CH2:17][C:18]([OH:20])=[O:19])=[CH:12][N:13]=1, predict the reactants needed to synthesize it. The reactants are: [F:1][C:2]([F:53])([F:52])[C:3]1[CH:4]=[C:5]([CH:45]=[C:46]([C:48]([F:51])([F:50])[F:49])[CH:47]=1)[CH2:6][N:7]([CH2:23][C:24]1[CH:29]=[C:28]([C:30]([F:33])([F:32])[F:31])[CH:27]=[CH:26][C:25]=1[C:34]1[C:39]([O:40][CH3:41])=[CH:38][CH:37]=[C:36]([CH:42]([CH3:44])[CH3:43])[N:35]=1)[C:8]1[N:13]=[CH:12][C:11]([O:14][CH2:15][CH2:16][CH2:17][C:18]([O:20]CC)=[O:19])=[CH:10][N:9]=1.[OH-].[Na+].Cl.C(OCC)(=O)C.